From a dataset of Catalyst prediction with 721,799 reactions and 888 catalyst types from USPTO. Predict which catalyst facilitates the given reaction. Reactant: [C:1]1([CH2:7][NH2:8])[CH:6]=[CH:5][CH:4]=[CH:3][CH:2]=1.[Cl:9][C:10]1[CH:15]=[CH:14][C:13]([C:16]2[NH:17][C:18]3[N:19]([N:23]=[CH:24][C:25]=3[C:26](OCC)=[O:27])[C:20](=[O:22])[CH:21]=2)=[CH:12][CH:11]=1. Product: [CH2:7]([NH:8][C:26]([C:25]1[CH:24]=[N:23][N:19]2[C:20](=[O:22])[CH:21]=[C:16]([C:13]3[CH:14]=[CH:15][C:10]([Cl:9])=[CH:11][CH:12]=3)[NH:17][C:18]=12)=[O:27])[C:1]1[CH:6]=[CH:5][CH:4]=[CH:3][CH:2]=1. The catalyst class is: 22.